From a dataset of Full USPTO retrosynthesis dataset with 1.9M reactions from patents (1976-2016). Predict the reactants needed to synthesize the given product. Given the product [Cl:36][C:37]1[CH:38]=[C:39]([C:2]2[CH:3]=[C:4]3[C:9](=[CH:10][CH:11]=2)[N:8]=[CH:7][C:6]([C:12]([CH:14]2[CH2:16][CH2:15]2)=[O:13])=[C:5]3[NH:17][C:18]2[CH:19]=[N:20][N:21]([CH:23]3[CH2:24][CH2:25][N:26]([C:29]([O:31][C:32]([CH3:35])([CH3:33])[CH3:34])=[O:30])[CH2:27][CH2:28]3)[CH:22]=2)[CH:40]=[CH:41][C:42]=1[OH:43], predict the reactants needed to synthesize it. The reactants are: Br[C:2]1[CH:3]=[C:4]2[C:9](=[CH:10][CH:11]=1)[N:8]=[CH:7][C:6]([C:12]([CH:14]1[CH2:16][CH2:15]1)=[O:13])=[C:5]2[NH:17][C:18]1[CH:19]=[N:20][N:21]([CH:23]2[CH2:28][CH2:27][N:26]([C:29]([O:31][C:32]([CH3:35])([CH3:34])[CH3:33])=[O:30])[CH2:25][CH2:24]2)[CH:22]=1.[Cl:36][C:37]1[CH:38]=[C:39](B(O)O)[CH:40]=[CH:41][C:42]=1[OH:43].